From a dataset of Catalyst prediction with 721,799 reactions and 888 catalyst types from USPTO. Predict which catalyst facilitates the given reaction. (1) Reactant: [CH2:1]([C:11]1[CH:12]=[C:13]2[C:18](=[CH:19][CH:20]=1)[CH:17]=[C:16]([OH:21])[CH:15]=[CH:14]2)[CH2:2][CH2:3][CH2:4][CH2:5][CH2:6][CH2:7][CH2:8][CH2:9][CH3:10].[CH2:22]1COCC1.[H-].[Na+].CI. Product: [CH2:1]([C:11]1[CH:12]=[C:13]2[C:18](=[CH:19][CH:20]=1)[CH:17]=[C:16]([O:21][CH3:22])[CH:15]=[CH:14]2)[CH2:2][CH2:3][CH2:4][CH2:5][CH2:6][CH2:7][CH2:8][CH2:9][CH3:10]. The catalyst class is: 6. (2) Reactant: CCN(C(C)C)C(C)C.[Cl:10][C:11]1[CH:16]=[CH:15][C:14]([C@H:17]([NH:19][C:20]([C:22]2([C:28]#[N:29])[CH2:27][CH2:26][NH:25][CH2:24][CH2:23]2)=[O:21])[CH3:18])=[CH:13][CH:12]=1.[CH:30]1[C:34]2[C:35](Cl)=[N:36][CH:37]=[N:38][C:33]=2[NH:32][CH:31]=1. Product: [Cl:10][C:11]1[CH:12]=[CH:13][C:14]([C@H:17]([NH:19][C:20]([C:22]2([C:28]#[N:29])[CH2:23][CH2:24][N:25]([C:35]3[C:34]4[CH:30]=[CH:31][NH:32][C:33]=4[N:38]=[CH:37][N:36]=3)[CH2:26][CH2:27]2)=[O:21])[CH3:18])=[CH:15][CH:16]=1. The catalyst class is: 44. (3) Reactant: C(OC([N:8]1[CH2:13][CH2:12][CH:11]([NH:14][C:15](=[O:44])[C:16]2[CH:21]=[CH:20][C:19]([NH:22][C:23]3[N:24]=[CH:25][C:26]4[N:32]([CH3:33])[C:31](=[O:34])[C:30]([F:36])([F:35])[CH2:29][N:28]([CH:37]5[CH2:41][CH2:40][CH2:39][CH2:38]5)[C:27]=4[N:42]=3)=[C:18]([CH3:43])[CH:17]=2)[CH2:10][CH2:9]1)=O)(C)(C)C.FC(F)(F)C(O)=O. Product: [CH:37]1([N:28]2[CH2:29][C:30]([F:35])([F:36])[C:31](=[O:34])[N:32]([CH3:33])[C:26]3[CH:25]=[N:24][C:23]([NH:22][C:19]4[CH:20]=[CH:21][C:16]([C:15]([NH:14][CH:11]5[CH2:10][CH2:9][NH:8][CH2:13][CH2:12]5)=[O:44])=[CH:17][C:18]=4[CH3:43])=[N:42][C:27]2=3)[CH2:41][CH2:40][CH2:39][CH2:38]1. The catalyst class is: 4. (4) Reactant: [CH:1]([C:3]1[NH:4][CH:5]=[CH:6][CH:7]=1)=[O:2].[OH-].[K+].CS(C)=O.[Br:14][CH2:15][CH2:16]Br. Product: [Br:14][CH2:15][CH2:16][N:4]1[CH:5]=[CH:6][CH:7]=[C:3]1[CH:1]=[O:2]. The catalyst class is: 6. (5) Reactant: [CH:1]([C:3]1[C:4]([F:15])=[CH:5][N:6]=[C:7]2[C:12]=1[N:11]=[C:10]([O:13][CH3:14])[CH:9]=[CH:8]2)=[CH2:2].[F:16][C@@H:17]1[CH2:21][NH:20][CH2:19][C@H:18]1[CH2:22][NH:23][C:24](=[O:33])[O:25][CH2:26][C:27]1[CH:32]=[CH:31][CH:30]=[CH:29][CH:28]=1. Product: [C:27]1([CH2:26][O:25][C:24](=[O:33])[NH:23][CH2:22][C@H:18]2[C@H:17]([F:16])[CH2:21][N:20]([CH2:2][CH2:1][C:3]3[C:12]4[C:7](=[CH:8][CH:9]=[C:10]([O:13][CH3:14])[N:11]=4)[N:6]=[CH:5][C:4]=3[F:15])[CH2:19]2)[CH:32]=[CH:31][CH:30]=[CH:29][CH:28]=1. The catalyst class is: 14. (6) Reactant: [CH3:1][O:2][CH2:3][CH2:4][O:5][CH2:6][CH2:7][O:8][CH2:9][CH2:10][O:11][C:12]1[CH:13]=[C:14]([CH:19]=[C:20]([O:22][C:23]([F:26])([F:25])[F:24])[CH:21]=1)[C:15]([O:17]C)=[O:16].[OH-].[Na+]. Product: [CH3:1][O:2][CH2:3][CH2:4][O:5][CH2:6][CH2:7][O:8][CH2:9][CH2:10][O:11][C:12]1[CH:13]=[C:14]([CH:19]=[C:20]([O:22][C:23]([F:24])([F:25])[F:26])[CH:21]=1)[C:15]([OH:17])=[O:16]. The catalyst class is: 20. (7) Reactant: [CH3:1][C:2]1([CH3:9])[NH:6][C:5](=[O:7])[NH:4][C:3]1=[O:8].[F:10][C:11]1[N:16]=[CH:15][C:14](B(O)O)=[CH:13][CH:12]=1.N1C=CC=CC=1. Product: [F:10][C:11]1[N:16]=[CH:15][C:14]([N:4]2[C:3](=[O:8])[C:2]([CH3:9])([CH3:1])[NH:6][C:5]2=[O:7])=[CH:13][CH:12]=1. The catalyst class is: 221.